Dataset: Forward reaction prediction with 1.9M reactions from USPTO patents (1976-2016). Task: Predict the product of the given reaction. (1) Given the reactants [Br:1][C:2]1[CH:3]=[C:4]([C:8](=O)[CH2:9][C:10](=O)[C:11]([F:14])([F:13])[F:12])[CH:5]=[CH:6][CH:7]=1.[C:17]([CH2:19][C:20]([NH:22][CH2:23][C:24]1[CH:29]=[CH:28][C:27]([CH3:30])=[CH:26][C:25]=1[CH3:31])=[O:21])#[N:18].C1CCN2C(=NCCC2)CC1, predict the reaction product. The product is: [Br:1][C:2]1[CH:3]=[C:4]([C:8]2[N:22]([CH2:23][C:24]3[CH:29]=[CH:28][C:27]([CH3:30])=[CH:26][C:25]=3[CH3:31])[C:20](=[O:21])[C:19]([C:17]#[N:18])=[C:10]([C:11]([F:14])([F:13])[F:12])[CH:9]=2)[CH:5]=[CH:6][CH:7]=1. (2) Given the reactants C([O:3][C:4](=[O:27])[CH2:5][CH2:6][CH2:7][O:8][C:9]1[C:14]([F:15])=[CH:13][C:12]([C:16]2[C:17]([S:22][CH2:23][CH2:24][CH3:25])=[N:18][CH:19]=[CH:20][CH:21]=2)=[CH:11][C:10]=1[F:26])C.[OH-].[Na+], predict the reaction product. The product is: [F:26][C:10]1[CH:11]=[C:12]([C:16]2[C:17]([S:22][CH2:23][CH2:24][CH3:25])=[N:18][CH:19]=[CH:20][CH:21]=2)[CH:13]=[C:14]([F:15])[C:9]=1[O:8][CH2:7][CH2:6][CH2:5][C:4]([OH:27])=[O:3]. (3) The product is: [CH3:1][C:2]1[CH:3]=[CH:4][C:5]([S:8]([O:11][CH2:12][CH:13]2[CH2:14][C:15]3[CH:20]=[CH:19][CH:18]=[C:17]([C:21]([CH3:24])([CH3:23])[CH3:22])[C:16]=3[O:26]2)(=[O:10])=[O:9])=[CH:6][CH:7]=1. Given the reactants [CH3:1][C:2]1[CH:7]=[CH:6][C:5]([S:8]([O:11][CH2:12][CH:13]([OH:26])[CH2:14][C:15]2[CH:20]=[CH:19][CH:18]=[C:17]([C:21]([CH3:24])([CH3:23])[CH3:22])[C:16]=2O)(=[O:10])=[O:9])=[CH:4][CH:3]=1.C1(P(C2C=CC=CC=2)C2C=CC=CC=2)C=CC=CC=1.CCOC(/N=N/C(OCC)=O)=O, predict the reaction product.